Dataset: Reaction yield outcomes from USPTO patents with 853,638 reactions. Task: Predict the reaction yield, written as a fraction of the theoretical maximum amount of product (1.0 means a 100% yield; for example, 0.34 means a 34% yield). (1) The reactants are [Br:1][C:2]1[CH:7]=[CH:6][C:5]([OH:8])=[CH:4][C:3]=1[N+:9]([O-:11])=[O:10].[CH:12]1[CH:17]=[CH:16][C:15]([CH2:18]Br)=[CH:14][CH:13]=1.C([O-])([O-])=O.[K+].[K+]. The catalyst is CC(C)=O. The product is [CH2:18]([O:8][C:5]1[CH:6]=[CH:7][C:2]([Br:1])=[C:3]([N+:9]([O-:11])=[O:10])[CH:4]=1)[C:15]1[CH:16]=[CH:17][CH:12]=[CH:13][CH:14]=1. The yield is 0.920. (2) The reactants are [CH3:1][S:2]([C:5]1[CH:6]=[C:7]2[C:12](=[CH:13][CH:14]=1)[N:11]=[C:10]([C:15]1[CH:20]=[CH:19][C:18]([C:21]([F:24])([F:23])[F:22])=[CH:17][CH:16]=1)[C:9]([CH2:25][N:26]1[CH2:31][CH2:30][CH:29]([N:32]3[CH2:37][CH2:36][O:35][CH2:34][CH2:33]3)[CH2:28][CH2:27]1)=[C:8]2[C:38]([OH:40])=O)(=[O:4])=[O:3].CCN(C(C)C)C(C)C.[F:50][C:51]([F:61])([F:60])[C@H:52]([NH2:59])[C:53]1[CH:58]=[CH:57][CH:56]=[CH:55][CH:54]=1.C(P1(=O)OP(=O)(CCC)OP(=O)(CCC)O1)CC. The catalyst is CO.CS(C)=O.CC#N.O.ClCCl. The product is [CH3:1][S:2]([C:5]1[CH:6]=[C:7]2[C:12](=[CH:13][CH:14]=1)[N:11]=[C:10]([C:15]1[CH:16]=[CH:17][C:18]([C:21]([F:23])([F:22])[F:24])=[CH:19][CH:20]=1)[C:9]([CH2:25][N:26]1[CH2:31][CH2:30][CH:29]([N:32]3[CH2:33][CH2:34][O:35][CH2:36][CH2:37]3)[CH2:28][CH2:27]1)=[C:8]2[C:38]([NH:59][C@H:52]([C:53]1[CH:58]=[CH:57][CH:56]=[CH:55][CH:54]=1)[C:51]([F:50])([F:60])[F:61])=[O:40])(=[O:3])=[O:4]. The yield is 0.270.